Predict the reaction yield, written as a fraction of the theoretical maximum amount of product (1.0 means a 100% yield; for example, 0.34 means a 34% yield). From a dataset of Reaction yield outcomes from USPTO patents with 853,638 reactions. (1) The reactants are [CH3:1][O:2][C:3](=[O:18])[C@@H:4]([N:13]1[CH:17]=[CH:16][CH:15]=[CH:14]1)[CH2:5][C:6]1[CH:11]=[CH:10][C:9]([OH:12])=[CH:8][CH:7]=1.[C:19]1([C:25]2[N:29]([CH2:30][CH2:31]O)[C:28]3[CH:33]=[CH:34][CH:35]=[CH:36][C:27]=3[N:26]=2)[CH:24]=[CH:23][CH:22]=[CH:21][CH:20]=1. No catalyst specified. The product is [CH3:1][O:2][C:3](=[O:18])[CH:4]([N:13]1[CH:17]=[CH:16][CH:15]=[CH:14]1)[CH2:5][C:6]1[CH:11]=[CH:10][C:9]([O:12][CH2:31][CH2:30][N:29]2[C:28]3[CH:33]=[CH:34][CH:35]=[CH:36][C:27]=3[N:26]=[C:25]2[C:19]2[CH:24]=[CH:23][CH:22]=[CH:21][CH:20]=2)=[CH:8][CH:7]=1. The yield is 0.710. (2) The reactants are [Cl:1][C:2]1[C:3]([C:26]#[N:27])=[C:4]([C:8]([NH:10][C@@H:11]2[CH2:16][CH2:15][N:14](C(OCC)=O)[CH2:13][C@@H:12]2[O:22][CH2:23][CH:24]=[CH2:25])=[O:9])[NH:5][C:6]=1[CH3:7].II.C[Si](C)(C)[Si](C)(C)C.S([O-])([O-])(=O)=S.[Na+].[Na+]. The catalyst is C1(C)C=CC=CC=1. The product is [Cl:1][C:2]1[C:3]([C:26]#[N:27])=[C:4]([C:8]([NH:10][C@@H:11]2[CH2:16][CH2:15][NH:14][CH2:13][C@@H:12]2[O:22][CH2:23][CH:24]=[CH2:25])=[O:9])[NH:5][C:6]=1[CH3:7]. The yield is 0.330. (3) The reactants are [CH2:1]([Zn]CC)C.C1(C)C=CC=CC=1.ClCI.[CH3:16]/[C:17](=[CH:20]/[CH:21]([C:23]1[CH:28]=[CH:27][CH:26]=[CH:25][C:24]=1[CH3:29])[CH3:22])/[CH2:18][OH:19].S(=O)(=O)(O)O. No catalyst specified. The product is [CH3:16][C@:17]1([CH2:18][OH:19])[CH2:1][C@H:20]1[C@H:21]([C:23]1[CH:28]=[CH:27][CH:26]=[CH:25][C:24]=1[CH3:29])[CH3:22]. The yield is 0.700. (4) The reactants are [NH:1]1[CH2:5][CH2:4][CH2:3][NH:2]1.C[O:7][C:8](=O)[CH:9]([C:20]1[CH:25]=[CH:24][C:23]([F:26])=[CH:22][CH:21]=1)[C:10]([C:12]1[CH:17]=[CH:16][N:15]=[C:14]([S:18][CH3:19])[N:13]=1)=O. The catalyst is N1C=CC=CC=1. The product is [F:26][C:23]1[CH:24]=[CH:25][C:20]([C:9]2[C:8](=[O:7])[N:2]3[CH2:3][CH2:4][CH2:5][N:1]3[C:10]=2[C:12]2[CH:17]=[CH:16][N:15]=[C:14]([S:18][CH3:19])[N:13]=2)=[CH:21][CH:22]=1. The yield is 0.370. (5) The reactants are [CH2:1](O)[CH3:2].[F:4][C:5]([F:11])([F:10])[S:6]([NH2:9])(=[O:8])=[O:7].[C:12]12([C:22]([OH:24])=[O:23])[CH2:21][CH:16]3[CH2:17][CH:18]([CH2:20][CH:14]([CH2:15]3)[CH2:13]1)[CH2:19]2.C1(C)C=CC(S(O)(=O)=O)=CC=1.C1(C)C=CC=CC=1. The catalyst is C(OCC)(=O)C. The product is [C:12]12([C:22]([O:24][CH2:1][CH2:2][NH:9][S:6]([C:5]([F:11])([F:10])[F:4])(=[O:8])=[O:7])=[O:23])[CH2:21][CH:16]3[CH2:17][CH:18]([CH2:20][CH:14]([CH2:15]3)[CH2:13]1)[CH2:19]2. The yield is 0.750. (6) The reactants are [F:1][C:2]1[CH:9]=[CH:8][C:5]([CH:6]=O)=[CH:4][CH:3]=1.[C:10](#[N:14])[CH2:11][C:12]#[N:13].C(N(CC)CC)C.[CH3:22][O:23][C:24]1[CH:25]=[C:26]([C:32]2[CH2:36][C:35](=[O:37])[N:34]([C:38]3[CH:43]=[CH:42][CH:41]=[CH:40][CH:39]=3)[N:33]=2)[CH:27]=[CH:28][C:29]=1[O:30][CH3:31]. The catalyst is C(O)C. The product is [NH2:13][C:12]1[O:37][C:35]2[N:34]([C:38]3[CH:39]=[CH:40][CH:41]=[CH:42][CH:43]=3)[N:33]=[C:32]([C:26]3[CH:27]=[CH:28][C:29]([O:30][CH3:31])=[C:24]([O:23][CH3:22])[CH:25]=3)[C:36]=2[CH:6]([C:5]2[CH:8]=[CH:9][C:2]([F:1])=[CH:3][CH:4]=2)[C:11]=1[C:10]#[N:14]. The yield is 0.120. (7) The reactants are [CH3:1][N:2]1[CH2:7][CH2:6][CH2:5][CH:4]([CH2:8][O:9][C:10]2[CH:15]=[CH:14][C:13]([NH2:16])=[CH:12][CH:11]=2)[CH2:3]1.[CH3:17][C:18]1[CH:26]=[CH:25][CH:24]=[C:23]2[C:19]=1[C:20](=[CH:28]O)[C:21](=[O:27])[NH:22]2. No catalyst specified. The product is [CH3:17][C:18]1[CH:26]=[CH:25][CH:24]=[C:23]2[C:19]=1[C:20](=[CH:28][NH:16][C:13]1[CH:12]=[CH:11][C:10]([O:9][CH2:8][CH:4]3[CH2:5][CH2:6][CH2:7][N:2]([CH3:1])[CH2:3]3)=[CH:15][CH:14]=1)[C:21](=[O:27])[NH:22]2. The yield is 0.510.